This data is from Full USPTO retrosynthesis dataset with 1.9M reactions from patents (1976-2016). The task is: Predict the reactants needed to synthesize the given product. (1) Given the product [Cl:15][C:13]1[CH:12]=[C:11]([CH3:16])[C:8]([C:9]#[N:10])=[C:7]([S:5][CH2:3][CH3:4])[CH:14]=1, predict the reactants needed to synthesize it. The reactants are: [H-].[Na+].[CH2:3]([SH:5])[CH3:4].Cl[C:7]1[CH:14]=[C:13]([Cl:15])[CH:12]=[C:11]([CH3:16])[C:8]=1[C:9]#[N:10]. (2) Given the product [CH2:1]([O:5][S:12]([C:9]1[CH:10]=[CH:11][C:6]([CH3:16])=[CH:7][CH:8]=1)(=[O:14])=[O:13])[CH2:2][C:3]#[CH:4], predict the reactants needed to synthesize it. The reactants are: [CH2:1]([OH:5])[CH2:2][C:3]#[CH:4].[C:6]1([CH3:16])[CH:11]=[CH:10][C:9]([S:12](Cl)(=[O:14])=[O:13])=[CH:8][CH:7]=1.C(N(CC)CC)C. (3) Given the product [Cl:26][C:27]1[CH:32]=[CH:31][C:30]([C:33]([NH:35][C:36]([NH:20][C:19]2[CH:21]=[CH:22][C:16]([O:15][C:6]3[C:5]4[C:10](=[CH:11][C:12]([O:13][CH3:14])=[C:3]([O:2][CH3:1])[CH:4]=4)[N:9]=[CH:8][N:7]=3)=[CH:17][CH:18]=2)=[S:37])=[O:34])=[CH:29][CH:28]=1, predict the reactants needed to synthesize it. The reactants are: [CH3:1][O:2][C:3]1[CH:4]=[C:5]2[C:10](=[CH:11][C:12]=1[O:13][CH3:14])[N:9]=[CH:8][N:7]=[C:6]2[O:15][C:16]1[CH:22]=[CH:21][C:19]([NH2:20])=[CH:18][CH:17]=1.C(O)C.[Cl:26][C:27]1[CH:32]=[CH:31][C:30]([C:33]([N:35]=[C:36]=[S:37])=[O:34])=[CH:29][CH:28]=1. (4) Given the product [C:18]([O:17][CH:11]1[CH2:12][CH:13]2[NH:8][CH:9]([CH2:16][CH2:15][CH2:14]2)[CH2:10]1)(=[O:20])[CH3:19], predict the reactants needed to synthesize it. The reactants are: C([N:8]1[CH:13]2[CH2:14][CH2:15][CH2:16][CH:9]1[CH2:10][CH:11]([OH:17])[CH2:12]2)C1C=CC=CC=1.[C:18](O)(=[O:20])[CH3:19].[H][H].